Dataset: NCI-60 drug combinations with 297,098 pairs across 59 cell lines. Task: Regression. Given two drug SMILES strings and cell line genomic features, predict the synergy score measuring deviation from expected non-interaction effect. (1) Cell line: UO-31. Synergy scores: CSS=4.04, Synergy_ZIP=-2.76, Synergy_Bliss=-0.872, Synergy_Loewe=-3.59, Synergy_HSA=-0.656. Drug 2: C1C(C(OC1N2C=NC(=NC2=O)N)CO)O. Drug 1: C1=CN(C=N1)CC(O)(P(=O)(O)O)P(=O)(O)O. (2) Drug 1: CC(C1=C(C=CC(=C1Cl)F)Cl)OC2=C(N=CC(=C2)C3=CN(N=C3)C4CCNCC4)N. Drug 2: C1CN(P(=O)(OC1)NCCCl)CCCl. Cell line: SW-620. Synergy scores: CSS=5.01, Synergy_ZIP=-3.01, Synergy_Bliss=-7.86, Synergy_Loewe=-18.1, Synergy_HSA=-9.14. (3) Drug 1: CN1CCC(CC1)COC2=C(C=C3C(=C2)N=CN=C3NC4=C(C=C(C=C4)Br)F)OC. Drug 2: CC1CCC2CC(C(=CC=CC=CC(CC(C(=O)C(C(C(=CC(C(=O)CC(OC(=O)C3CCCCN3C(=O)C(=O)C1(O2)O)C(C)CC4CCC(C(C4)OC)OCCO)C)C)O)OC)C)C)C)OC. Cell line: OVCAR-5. Synergy scores: CSS=20.9, Synergy_ZIP=-5.11, Synergy_Bliss=-4.79, Synergy_Loewe=-0.268, Synergy_HSA=0.418. (4) Drug 1: C1=CC(=CC=C1CCCC(=O)O)N(CCCl)CCCl. Drug 2: C1CC(=O)NC(=O)C1N2C(=O)C3=CC=CC=C3C2=O. Cell line: SK-OV-3. Synergy scores: CSS=17.2, Synergy_ZIP=0.437, Synergy_Bliss=7.20, Synergy_Loewe=7.19, Synergy_HSA=7.76. (5) Drug 1: COC1=CC(=CC(=C1O)OC)C2C3C(COC3=O)C(C4=CC5=C(C=C24)OCO5)OC6C(C(C7C(O6)COC(O7)C8=CC=CS8)O)O. Drug 2: N.N.Cl[Pt+2]Cl. Cell line: RXF 393. Synergy scores: CSS=20.9, Synergy_ZIP=-2.41, Synergy_Bliss=-0.295, Synergy_Loewe=-10.7, Synergy_HSA=1.12. (6) Drug 1: C1CC(=O)NC(=O)C1N2C(=O)C3=CC=CC=C3C2=O. Drug 2: C(CN)CNCCSP(=O)(O)O. Cell line: NCI/ADR-RES. Synergy scores: CSS=-2.33, Synergy_ZIP=1.37, Synergy_Bliss=-0.486, Synergy_Loewe=-6.34, Synergy_HSA=-7.15. (7) Drug 1: CC12CCC(CC1=CCC3C2CCC4(C3CC=C4C5=CN=CC=C5)C)O. Drug 2: C1=NNC2=C1C(=O)NC=N2. Synergy scores: CSS=7.30, Synergy_ZIP=-4.46, Synergy_Bliss=-3.70, Synergy_Loewe=-8.84, Synergy_HSA=-3.39. Cell line: MCF7. (8) Drug 1: C1CCC(CC1)NC(=O)N(CCCl)N=O. Drug 2: CC1=C(N=C(N=C1N)C(CC(=O)N)NCC(C(=O)N)N)C(=O)NC(C(C2=CN=CN2)OC3C(C(C(C(O3)CO)O)O)OC4C(C(C(C(O4)CO)O)OC(=O)N)O)C(=O)NC(C)C(C(C)C(=O)NC(C(C)O)C(=O)NCCC5=NC(=CS5)C6=NC(=CS6)C(=O)NCCC[S+](C)C)O. Cell line: LOX IMVI. Synergy scores: CSS=28.1, Synergy_ZIP=-6.97, Synergy_Bliss=-1.45, Synergy_Loewe=0.294, Synergy_HSA=0.647. (9) Drug 1: CC1CCC2CC(C(=CC=CC=CC(CC(C(=O)C(C(C(=CC(C(=O)CC(OC(=O)C3CCCCN3C(=O)C(=O)C1(O2)O)C(C)CC4CCC(C(C4)OC)OCCO)C)C)O)OC)C)C)C)OC. Drug 2: C1CC(=O)NC(=O)C1N2C(=O)C3=CC=CC=C3C2=O. Cell line: MCF7. Synergy scores: CSS=3.77, Synergy_ZIP=-2.92, Synergy_Bliss=-2.17, Synergy_Loewe=-1.02, Synergy_HSA=-1.02.